From a dataset of Reaction yield outcomes from USPTO patents with 853,638 reactions. Predict the reaction yield, written as a fraction of the theoretical maximum amount of product (1.0 means a 100% yield; for example, 0.34 means a 34% yield). (1) The yield is 0.440. The reactants are [NH2:1][C:2]1[N:6]([CH3:7])[N:5]=[C:4]([C:8]([CH3:12])([CH3:11])[C:9]#N)[CH:3]=1.OS(O)(=O)=O.C([O-])(O)=[O:19].[Na+].[CH3:23][CH2:24][OH:25]. The product is [NH2:1][C:2]1[N:6]([CH3:7])[N:5]=[C:4]([C:8]([CH3:12])([CH3:11])[C:9]([O:25][CH2:24][CH3:23])=[O:19])[CH:3]=1. No catalyst specified. (2) The reactants are [O:1]1[CH2:6][CH2:5][N:4]([C:7]2[CH:8]=[N:9][CH:10]=[C:11]3[C:16]=2[N:15]=[C:14]([C:17]([O:19]C)=[O:18])[CH:13]=[CH:12]3)[CH2:3][CH2:2]1.O1CCOCC1.[OH-].[Li+]. The catalyst is O. The product is [O:1]1[CH2:6][CH2:5][N:4]([C:7]2[CH:8]=[N:9][CH:10]=[C:11]3[C:16]=2[N:15]=[C:14]([C:17]([OH:19])=[O:18])[CH:13]=[CH:12]3)[CH2:3][CH2:2]1. The yield is 0.950. (3) The reactants are [O:1]=[C:2]1[C:10](=O)[C:9]2[C:4](=[CH:5][CH:6]=[CH:7][CH:8]=2)[N:3]1[CH2:12][C:13]1[O:17][C:16]([C:18]([O:20][CH2:21][CH3:22])=[O:19])=[CH:15][CH:14]=1.[F:23][C:24]([F:33])([F:32])[C:25]1[CH:26]=[C:27]([CH:29]=[CH:30][CH:31]=1)[NH2:28]. The catalyst is C(Cl)(Cl)Cl. The product is [O:1]=[C:2]1[N:3]([CH2:12][C:13]2[O:17][C:16]([C:18]([O:20][CH2:21][CH3:22])=[O:19])=[CH:15][CH:14]=2)[C:4]2[C:9](/[C:10]/1=[N:28]/[C:27]1[CH:29]=[CH:30][CH:31]=[C:25]([C:24]([F:23])([F:32])[F:33])[CH:26]=1)=[CH:8][CH:7]=[CH:6][CH:5]=2. The yield is 0.230. (4) The reactants are [CH3:1][C:2]1[CH:3]=[CH:4][N:5]2[C:10]=1[C:9](=[O:11])[N:8]([C:12]1[CH:17]=[CH:16][CH:15]=[CH:14][CH:13]=1)[C:7]([C@@H:18]([NH:20][C:21]1[C:22]3[C:29]([C:30]([OH:32])=O)=[CH:28][NH:27][C:23]=3[N:24]=[CH:25][N:26]=1)[CH3:19])=[N:6]2.[NH:33]1[CH:37]=[C:36]([CH2:38]N)[CH:35]=[N:34]1.[CH:40]([N:43](C(C)C)CC)(C)C.C(P1(=O)OP(CCC)(=O)OP(CCC)(=O)O1)CC. The catalyst is CN(C=O)C. The product is [NH:34]1[CH:35]=[C:36]([CH2:38][CH2:40][NH:43][C:30]([C:29]2[C:22]3[C:21]([NH:20][C@H:18]([C:7]4[N:8]([C:12]5[CH:13]=[CH:14][CH:15]=[CH:16][CH:17]=5)[C:9](=[O:11])[C:10]5=[C:2]([CH3:1])[CH:3]=[CH:4][N:5]5[N:6]=4)[CH3:19])=[N:26][CH:25]=[N:24][C:23]=3[NH:27][CH:28]=2)=[O:32])[CH:37]=[N:33]1. The yield is 0.0200. (5) The reactants are [F:1][C:2]1[CH:7]=[C:6]([CH2:8][C:9]2[C:14](=[O:15])[NH:13][C:12]([CH3:16])=[N:11][C:10]=2[CH2:17][CH2:18][CH3:19])[CH:5]=[CH:4][C:3]=1[C:20]1[C:21]([C:26]#[N:27])=[CH:22][CH:23]=[CH:24][CH:25]=1.[CH3:28][C:29]1([CH3:41])[CH2:33][C:32]2[CH:34]=[C:35](B(O)O)[CH:36]=[CH:37][C:31]=2[O:30]1.N1C=CC=CC=1.C(N(CC)CC)C. The catalyst is C([O-])(=O)C.[Cu+2].C([O-])(=O)C.C(OCC)(=O)C.C(Cl)Cl. The product is [CH3:28][C:29]1([CH3:41])[CH2:33][C:32]2[CH:34]=[C:35]([N:13]3[C:14](=[O:15])[C:9]([CH2:8][C:6]4[CH:5]=[CH:4][C:3]([C:20]5[C:21]([C:26]#[N:27])=[CH:22][CH:23]=[CH:24][CH:25]=5)=[C:2]([F:1])[CH:7]=4)=[C:10]([CH2:17][CH2:18][CH3:19])[N:11]=[C:12]3[CH3:16])[CH:36]=[CH:37][C:31]=2[O:30]1. The yield is 0.690. (6) The reactants are C([O:4][C@H:5]1[C@@H:10]([O:11]C(=O)C)[C@H:9]([O:15]C(=O)C)[C@@H:8]([CH2:19][O:20]C(=O)C)[O:7][C@@H:6]1[O:24][C:25]1[CH:30]=[CH:29][C:28]([C:31]2[CH:36]=[CH:35][C:34]([C:37]([N:39]3[CH2:44][CH2:43][O:42][CH2:41][CH2:40]3)=[O:38])=[CH:33][CH:32]=2)=[CH:27][CH:26]=1)(=O)C. The catalyst is CO.CO[Na].CO. The product is [C@H:6]1([O:24][C:25]2[CH:30]=[CH:29][C:28]([C:31]3[CH:32]=[CH:33][C:34]([C:37]([N:39]4[CH2:44][CH2:43][O:42][CH2:41][CH2:40]4)=[O:38])=[CH:35][CH:36]=3)=[CH:27][CH:26]=2)[O:7][C@H:8]([CH2:19][OH:20])[C@@H:9]([OH:15])[C@H:10]([OH:11])[C@@H:5]1[OH:4]. The yield is 0.750. (7) The reactants are [NH:1]1[CH2:5][CH2:4][C@H:3]([OH:6])[CH2:2]1.[C:7]([O:11][C:12]([N:14]1[CH2:17][C:16](=O)[CH2:15]1)=[O:13])([CH3:10])([CH3:9])[CH3:8].C(O[BH-](OC(=O)C)OC(=O)C)(=O)C.[Na+]. The catalyst is ClCCCl. The product is [C:7]([O:11][C:12]([N:14]1[CH2:17][CH:16]([N:1]2[CH2:5][CH2:4][C@H:3]([OH:6])[CH2:2]2)[CH2:15]1)=[O:13])([CH3:10])([CH3:8])[CH3:9]. The yield is 0.540. (8) The reactants are [Cl:1][C:2]1[CH:18]=[C:17]([Cl:19])[CH:16]=[CH:15][C:3]=1[CH2:4][C:5]1[O:9]C=[N:7][C:6]=1[C:10]([O:12][CH2:13][CH3:14])=[O:11].Cl.[C:21](Cl)(=[O:25])[CH:22]([CH3:24])[CH3:23].O. The catalyst is C(O)C.CN(C)C(=O)C. The product is [Cl:1][C:2]1[CH:18]=[C:17]([Cl:19])[CH:16]=[CH:15][C:3]=1[CH2:4][C:5](=[O:9])[CH:6]([NH:7][C:21](=[O:25])[CH:22]([CH3:24])[CH3:23])[C:10]([O:12][CH2:13][CH3:14])=[O:11]. The yield is 0.770. (9) The yield is 0.920. The reactants are C([N:8]1[CH:12]=CN=C1)(N1C=CN=C1)=O.N.F[C:15](F)(F)[C:16]([O:18][C:19](=O)[C:20](F)(F)F)=O.N1C=[CH:31][CH:30]=[CH:29][CH:28]=1.[Cl-].[NH4+].[O:35]1[CH2:39][CH2:38][CH2:37][CH2:36]1. The catalyst is O.C(Cl)Cl. The product is [CH:38]1([C:39]([C:29]2[CH:30]=[CH:31][C:16]([O:18][CH:19]([CH3:20])[C:12]#[N:8])=[CH:15][CH:28]=2)=[O:35])[CH2:36][CH2:37]1. (10) The reactants are [Br:1][C:2]1[CH:7]=[CH:6][C:5]([S:8]([CH:11]([CH3:13])[CH3:12])(=[O:10])=[O:9])=[C:4]([N+:14]([O-])=O)[CH:3]=1. The catalyst is O1CCCC1.C(O)(=O)C.[Fe]. The product is [Br:1][C:2]1[CH:7]=[CH:6][C:5]([S:8]([CH:11]([CH3:13])[CH3:12])(=[O:10])=[O:9])=[C:4]([NH2:14])[CH:3]=1. The yield is 0.690.